This data is from Peptide-MHC class I binding affinity with 185,985 pairs from IEDB/IMGT. The task is: Regression. Given a peptide amino acid sequence and an MHC pseudo amino acid sequence, predict their binding affinity value. This is MHC class I binding data. (1) The peptide sequence is KEKGGLEGL. The MHC is HLA-C06:02 with pseudo-sequence HLA-C06:02. The binding affinity (normalized) is 0. (2) The peptide sequence is RLASYGLYY. The MHC is SLA-10401 with pseudo-sequence SLA-10401. The binding affinity (normalized) is 0.606. (3) The peptide sequence is SLLFREVWK. The MHC is HLA-B57:01 with pseudo-sequence HLA-B57:01. The binding affinity (normalized) is 0.0847. (4) The peptide sequence is IEDDEIIWV. The MHC is HLA-B39:01 with pseudo-sequence HLA-B39:01. The binding affinity (normalized) is 0.0847.